Dataset: Full USPTO retrosynthesis dataset with 1.9M reactions from patents (1976-2016). Task: Predict the reactants needed to synthesize the given product. (1) Given the product [O:39]=[C:24]1[C:22]2[C:23]3[C:15]([C:13]([NH:12][C:7]4[CH:8]=[CH:9][CH:10]=[CH:11][C:6]=4[N:1]4[CH:5]=[CH:4][CH:3]=[N:2]4)=[O:14])=[CH:16][CH:17]=[CH:18][C:19]=3[S:20][C:21]=2[CH:27]=[CH:26][CH2:25]1, predict the reactants needed to synthesize it. The reactants are: [N:1]1([C:6]2[CH:11]=[CH:10][CH:9]=[CH:8][C:7]=2[NH:12][C:13]([C:15]2[C:23]3[C:22]4[CH:24]=[CH:25][CH:26]=[CH:27][C:21]=4[S:20][C:19]=3[CH:18]=[CH:17][CH:16]=2)=[O:14])[CH:5]=[CH:4][CH:3]=[N:2]1.ClCCl.C1C=C(Cl)C=C(C(OO)=[O:39])C=1. (2) Given the product [CH3:14][O:13][C:10]1[CH:11]=[C:12]2[C:7](=[CH:8][CH:9]=1)[CH:6]=[C:5]([C:15](=[O:17])[CH3:16])[CH:4]=[C:3]2[N:2]1[CH2:24][CH2:23][NH:22][CH2:21][CH2:20]1, predict the reactants needed to synthesize it. The reactants are: Cl.[NH2:2][C:3]1[C:12]2[C:7](=[CH:8][CH:9]=[C:10]([O:13][CH3:14])[CH:11]=2)[CH:6]=[C:5]([C:15](=[O:17])[CH3:16])[CH:4]=1.Cl.Cl[CH2:20][CH2:21][NH:22][CH2:23][CH2:24]Cl.C(N(C(C)C)CC)(C)C.[OH-].[K+]. (3) Given the product [CH3:31][C:32]1[CH:37]=[CH:36][C:35]([CH3:38])=[CH:34][C:33]=1[C:7]1[C:12]2[O:13][CH:14]([CH2:17][O:18][S:19]([C:22]3[CH:23]=[CH:24][C:25]([CH3:28])=[CH:26][CH:27]=3)(=[O:21])=[O:20])[CH2:15][O:16][C:11]=2[CH:10]=[CH:9][CH:8]=1, predict the reactants needed to synthesize it. The reactants are: FC(F)(F)S(O[C:7]1[C:12]2[O:13][CH:14]([CH2:17][O:18][S:19]([C:22]3[CH:27]=[CH:26][C:25]([CH3:28])=[CH:24][CH:23]=3)(=[O:21])=[O:20])[CH2:15][O:16][C:11]=2[CH:10]=[CH:9][CH:8]=1)(=O)=O.[CH3:31][C:32]1[CH:37]=[CH:36][C:35]([CH3:38])=[CH:34][C:33]=1B(O)O. (4) Given the product [C:1]([O:4][C@@H:5]1[C@@H:18]([O:19][C:20](=[O:22])[CH3:21])[C@H:17]([O:23][C:24](=[O:26])[CH3:25])[CH2:16][S:15][C@H:6]1[O:7][C:8]1[CH:13]=[CH:12][CH:11]=[C:10]([C:32]2[CH:31]=[CH:30][N:29]=[C:28]([F:27])[CH:33]=2)[CH:9]=1)(=[O:3])[CH3:2], predict the reactants needed to synthesize it. The reactants are: [C:1]([O:4][C@@H:5]1[C@@H:18]([O:19][C:20](=[O:22])[CH3:21])[C@H:17]([O:23][C:24](=[O:26])[CH3:25])[CH2:16][S:15][C@H:6]1[O:7][C:8]1[CH:13]=[CH:12][CH:11]=[C:10](Br)[CH:9]=1)(=[O:3])[CH3:2].[F:27][C:28]1[CH:33]=[C:32](B(O)O)[CH:31]=[CH:30][N:29]=1. (5) Given the product [CH2:1]([O:3][C:4]([C@@:6]1([CH3:12])[CH2:11][CH2:10][CH2:9][N:8]([CH2:13][C:14]2[CH:19]=[CH:18][CH:17]=[CH:16][CH:15]=2)[CH2:7]1)=[O:5])[CH3:2], predict the reactants needed to synthesize it. The reactants are: [CH2:1]([O:3][C:4]([C@@:6]1([CH3:12])[CH2:11][CH2:10][CH2:9][NH:8][CH2:7]1)=[O:5])[CH3:2].[CH2:13](Cl)[C:14]1[CH:19]=[CH:18][CH:17]=[CH:16][CH:15]=1.C([O-])([O-])=O.[K+].[K+].O.